From a dataset of Full USPTO retrosynthesis dataset with 1.9M reactions from patents (1976-2016). Predict the reactants needed to synthesize the given product. (1) Given the product [C:5]([C:7]1[CH:12]=[CH:11][C:10]([NH:13][C:14]([C:16]2[C:25]([OH:26])=[CH:24][C:23]3[C:18](=[CH:19][CH:20]=[CH:21][CH:22]=3)[CH:17]=2)=[O:15])=[C:9]([O:28][C:29]([F:30])([F:31])[F:32])[CH:8]=1)#[N:6], predict the reactants needed to synthesize it. The reactants are: B(Br)(Br)Br.[C:5]([C:7]1[CH:12]=[CH:11][C:10]([NH:13][C:14]([C:16]2[C:25]([O:26]C)=[CH:24][C:23]3[C:18](=[CH:19][CH:20]=[CH:21][CH:22]=3)[CH:17]=2)=[O:15])=[C:9]([O:28][C:29]([F:32])([F:31])[F:30])[CH:8]=1)#[N:6]. (2) Given the product [N:35]1([C:30](=[O:31])[CH2:29][C:4]2[CH:5]=[CH:6][C:7]([CH2:8][O:9][CH2:10][C@@H:11]3[CH2:13][C@@H:12]3[CH:14]3[CH2:15][CH2:16][N:17]([C:20]4[N:21]=[CH:22][C:23]([CH2:26][O:27][CH3:28])=[CH:24][N:25]=4)[CH2:18][CH2:19]3)=[C:2]([F:1])[CH:3]=2)[CH2:43][CH2:38][CH2:39]1, predict the reactants needed to synthesize it. The reactants are: [F:1][C:2]1[CH:3]=[C:4]([CH2:29][C:30](O)=[O:31])[CH:5]=[CH:6][C:7]=1[CH2:8][O:9][CH2:10][C@@H:11]1[CH2:13][C@@H:12]1[CH:14]1[CH2:19][CH2:18][N:17]([C:20]2[N:25]=[CH:24][C:23]([CH2:26][O:27][CH3:28])=[CH:22][N:21]=2)[CH2:16][CH2:15]1.O.O[N:35]1[C:39]2C=CC=[CH:43][C:38]=2N=N1.Cl.C(/N=N/CCCN(C)C)C.N1CCC1.